Task: Regression. Given two drug SMILES strings and cell line genomic features, predict the synergy score measuring deviation from expected non-interaction effect.. Dataset: NCI-60 drug combinations with 297,098 pairs across 59 cell lines (1) Drug 1: CNC(=O)C1=CC=CC=C1SC2=CC3=C(C=C2)C(=NN3)C=CC4=CC=CC=N4. Drug 2: C1CNP(=O)(OC1)N(CCCl)CCCl. Cell line: MDA-MB-231. Synergy scores: CSS=-5.31, Synergy_ZIP=2.25, Synergy_Bliss=-1.85, Synergy_Loewe=-5.36, Synergy_HSA=-5.95. (2) Drug 1: CC12CCC(CC1=CCC3C2CCC4(C3CC=C4C5=CN=CC=C5)C)O. Drug 2: CC1C(C(CC(O1)OC2CC(OC(C2O)C)OC3=CC4=CC5=C(C(=O)C(C(C5)C(C(=O)C(C(C)O)O)OC)OC6CC(C(C(O6)C)O)OC7CC(C(C(O7)C)O)OC8CC(C(C(O8)C)O)(C)O)C(=C4C(=C3C)O)O)O)O. Cell line: SK-MEL-28. Synergy scores: CSS=18.5, Synergy_ZIP=32.5, Synergy_Bliss=35.0, Synergy_Loewe=31.0, Synergy_HSA=31.7. (3) Drug 1: CC1CCC2CC(C(=CC=CC=CC(CC(C(=O)C(C(C(=CC(C(=O)CC(OC(=O)C3CCCCN3C(=O)C(=O)C1(O2)O)C(C)CC4CCC(C(C4)OC)OCCO)C)C)O)OC)C)C)C)OC. Drug 2: C1CNP(=O)(OC1)N(CCCl)CCCl. Cell line: BT-549. Synergy scores: CSS=7.26, Synergy_ZIP=-1.13, Synergy_Bliss=2.00, Synergy_Loewe=-1.12, Synergy_HSA=1.76. (4) Drug 1: COC1=CC(=CC(=C1O)OC)C2C3C(COC3=O)C(C4=CC5=C(C=C24)OCO5)OC6C(C(C7C(O6)COC(O7)C8=CC=CS8)O)O. Drug 2: CC1C(C(CC(O1)OC2CC(CC3=C2C(=C4C(=C3O)C(=O)C5=C(C4=O)C(=CC=C5)OC)O)(C(=O)C)O)N)O.Cl. Cell line: SK-MEL-2. Synergy scores: CSS=50.2, Synergy_ZIP=2.81, Synergy_Bliss=5.81, Synergy_Loewe=5.62, Synergy_HSA=7.89.